The task is: Predict the reactants needed to synthesize the given product.. This data is from Full USPTO retrosynthesis dataset with 1.9M reactions from patents (1976-2016). (1) Given the product [CH3:12][O:13][C:14]1[CH:20]=[CH:19][C:18]([N+:21]([O-:23])=[O:22])=[CH:17][C:15]=1[NH:16][C:2]1[CH:7]=[CH:6][CH:5]=[CH:4][C:3]=1[CH2:8][C:9]([OH:11])=[O:10], predict the reactants needed to synthesize it. The reactants are: Br[C:2]1[CH:7]=[CH:6][CH:5]=[CH:4][C:3]=1[CH2:8][C:9]([OH:11])=[O:10].[CH3:12][O:13][C:14]1[CH:20]=[CH:19][C:18]([N+:21]([O-:23])=[O:22])=[CH:17][C:15]=1[NH2:16]. (2) Given the product [Cl:1][C:2]1[N:7]=[CH:6][C:5]([NH:8][C:9]2[C:14]([C:15]3[N:20]=[C:19]([CH3:21])[N:18]=[C:17]([NH2:22])[N:16]=3)=[CH:13][C:12]([C@H:41]([N:43]3[CH2:48][CH2:47][N:46]([S:49]([CH3:52])(=[O:50])=[O:51])[CH2:45][CH2:44]3)[CH3:42])=[CH:11][N:10]=2)=[CH:4][CH:3]=1, predict the reactants needed to synthesize it. The reactants are: [Cl:1][C:2]1[N:7]=[CH:6][C:5]([NH:8][C:9]2[C:14]([C:15]3[N:20]=[C:19]([CH3:21])[N:18]=[C:17]([N:22](CC4C=CC(OC)=CC=4)CC4C=CC(OC)=CC=4)[N:16]=3)=[CH:13][C:12]([C@H:41]([N:43]3[CH2:48][CH2:47][N:46]([S:49]([CH3:52])(=[O:51])=[O:50])[CH2:45][CH2:44]3)[CH3:42])=[CH:11][N:10]=2)=[CH:4][CH:3]=1.FC(F)(F)S(O)(=O)=O. (3) Given the product [NH:20]1[C:28]2[C:23](=[CH:24][CH:25]=[CH:26][CH:27]=2)[CH:22]=[C:21]1[C:29]1[C:9]2[C:4](=[CH:5][CH:6]=[C:7]([O:10][P:11]([CH3:19])([C:13]3[CH:18]=[CH:17][CH:16]=[CH:15][CH:14]=3)=[O:12])[CH:8]=2)[NH:1][N:30]=1, predict the reactants needed to synthesize it. The reactants are: [N+:1]([C:4]1[CH:9]=[CH:8][C:7]([O:10][P:11]([CH3:19])([C:13]2[CH:18]=[CH:17][CH:16]=[CH:15][CH:14]=2)=[O:12])=[CH:6][CH:5]=1)([O-])=O.[NH:20]1[C:28]2[C:23](=[CH:24][CH:25]=[CH:26][CH:27]=2)[CH:22]=[C:21]1[C:29]1C2C(=CC=C(O)C=2)N[N:30]=1.N12CCCN=C1CCCCC2. (4) The reactants are: [F:1][C:2]1[CH:7]=[CH:6][C:5]([NH:8][C:9]([C:11]2([C:14]([OH:16])=O)[CH2:13][CH2:12]2)=[O:10])=[CH:4][CH:3]=1.[CH3:17][O:18][C:19]1[CH:41]=[CH:40][C:22]([CH2:23][NH:24][C:25]2[CH:30]=[C:29]([O:31][C:32]3[CH:37]=[CH:36][C:35](N)=[C:34]([F:39])[CH:33]=3)[CH:28]=[CH:27][N:26]=2)=[CH:21][CH:20]=1.C[N:43](C(ON1N=NC2C=CC=CC1=2)=[N+](C)C)C.[B-](F)(F)(F)F.CCN(C(C)C)C(C)C. Given the product [CH3:17][O:18][C:19]1[CH:20]=[CH:21][C:22]([CH2:23][NH:24][C:25]2[CH:30]=[C:29]([O:31][C:32]3[CH:37]=[CH:36][C:35]([N:8]([C:5]4[CH:4]=[CH:3][C:2]([F:1])=[CH:7][CH:6]=4)[C:9]([C:11]4([C:14]([NH2:43])=[O:16])[CH2:12][CH2:13]4)=[O:10])=[C:34]([F:39])[CH:33]=3)[CH:28]=[CH:27][N:26]=2)=[CH:40][CH:41]=1, predict the reactants needed to synthesize it. (5) Given the product [Cl:24][C:25]1[CH:32]=[CH:31][C:28]([CH2:29][NH:30][C:14]2[C:15]3[C:16](=[CH:18][CH:19]=[CH:20][CH:21]=3)[N:17]=[C:11]([C:1]3[C:10]4[C:5](=[CH:6][CH:7]=[CH:8][CH:9]=4)[CH:4]=[CH:3][N:2]=3)[N:23]=2)=[CH:27][CH:26]=1, predict the reactants needed to synthesize it. The reactants are: [C:1]1([C:11](O)=O)[C:10]2[C:5](=[CH:6][CH:7]=[CH:8][CH:9]=2)[CH:4]=[CH:3][N:2]=1.[C:14]([NH2:23])(=O)[C:15]1[C:16](=[CH:18][CH:19]=[CH:20][CH:21]=1)[NH2:17].[Cl:24][C:25]1[CH:32]=[CH:31][C:28]([CH2:29][NH2:30])=[CH:27][CH:26]=1.